Dataset: Full USPTO retrosynthesis dataset with 1.9M reactions from patents (1976-2016). Task: Predict the reactants needed to synthesize the given product. (1) Given the product [C:1]([O:5][C:6](=[O:14])[NH:7][C@H:8]1[CH2:12][CH2:11][N:10]([CH2:16][C:17]2[CH:18]=[C:19]3[C:24](=[CH:25][CH:26]=2)[N:23]=[C:22]([Cl:27])[CH:21]=[CH:20]3)[C:9]1=[O:13])([CH3:4])([CH3:2])[CH3:3], predict the reactants needed to synthesize it. The reactants are: [C:1]([O:5][C:6](=[O:14])[NH:7][C@H:8]1[CH2:12][CH2:11][NH:10][C:9]1=[O:13])([CH3:4])([CH3:3])[CH3:2].Br[CH2:16][C:17]1[CH:18]=[C:19]2[C:24](=[CH:25][CH:26]=1)[N:23]=[C:22]([Cl:27])[CH:21]=[CH:20]2. (2) Given the product [CH3:1][O:2][C:3]1[CH:4]=[C:5]2[C:10](=[CH:11][C:12]=1[O:13][CH3:14])[N:9]=[CH:8][N:7]=[C:6]2[O:15][C:16]1[CH:22]=[CH:21][C:19]([NH:20][C:24](=[O:26])[O:44][CH:40]([CH2:39][CH2:38][N:37]([CH2:35][CH3:36])[CH2:45][CH3:46])[CH2:41][CH2:42][CH3:43])=[CH:18][CH:17]=1, predict the reactants needed to synthesize it. The reactants are: [CH3:1][O:2][C:3]1[CH:4]=[C:5]2[C:10](=[CH:11][C:12]=1[O:13][CH3:14])[N:9]=[CH:8][N:7]=[C:6]2[O:15][C:16]1[CH:22]=[CH:21][C:19]([NH2:20])=[CH:18][CH:17]=1.Cl[C:24](Cl)([O:26]C(=O)OC(Cl)(Cl)Cl)Cl.[CH2:35]([N:37]([CH2:45][CH3:46])[CH2:38][CH2:39][CH:40]([OH:44])[CH2:41][CH2:42][CH3:43])[CH3:36].C(=O)(O)[O-].[Na+]. (3) Given the product [NH:1]1[CH:5]=[N:4][C:3]([C:6]2[CH:7]=[C:8]([CH:12]=[C:13]([C:15]([F:16])([F:17])[F:18])[CH:14]=2)[C:9]#[N:11])=[N:2]1, predict the reactants needed to synthesize it. The reactants are: [NH:1]1[CH:5]=[N:4][C:3]([C:6]2[CH:7]=[C:8]([CH:12]=[C:13]([C:15]([F:18])([F:17])[F:16])[CH:14]=2)[C:9]([NH2:11])=O)=[N:2]1.O=P(Cl)(Cl)Cl.CO.ClCCl. (4) Given the product [CH3:4][C:2]1[N:7]2[N:8]=[C:9]([C:20]3[CH:25]=[CH:24][C:23]([N+:26]([O-:28])=[O:27])=[CH:22][CH:21]=3)[C:10]3[CH:16]=[C:15]4[O:17][CH2:18][O:19][C:14]4=[CH:13][C:11]=3[CH2:12][C:6]2=[CH:5][N:1]=1, predict the reactants needed to synthesize it. The reactants are: [NH:1]([CH2:5][C:6]1[CH2:12][C:11]2[CH:13]=[C:14]3[O:19][CH2:18][O:17][C:15]3=[CH:16][C:10]=2[C:9]([C:20]2[CH:25]=[CH:24][C:23]([N+:26]([O-:28])=[O:27])=[CH:22][CH:21]=2)=[N:8][N:7]=1)[C:2]([CH3:4])=O.P(Cl)(Cl)(Cl)=O. (5) Given the product [C:22]1([C:13]2[C:12]3[C:17](=[CH:18][C:9]([S:8][CH2:7][CH2:6][CH2:5][C:4]([OH:28])=[O:3])=[CH:10][CH:11]=3)[N:16]3[CH:19]=[N:20][N:21]=[C:15]3[CH:14]=2)[CH:23]=[CH:24][CH:25]=[CH:26][CH:27]=1, predict the reactants needed to synthesize it. The reactants are: C([O:3][C:4](=[O:28])[CH2:5][CH2:6][CH2:7][S:8][C:9]1[CH:18]=[C:17]2[C:12]([C:13]([C:22]3[CH:27]=[CH:26][CH:25]=[CH:24][CH:23]=3)=[CH:14][C:15]3[N:16]2[CH:19]=[N:20][N:21]=3)=[CH:11][CH:10]=1)C.[Li+].[OH-].C1COCC1.Cl. (6) Given the product [CH3:22][O:21][C:20]1[CH:19]=[CH:18][C:15]([C:16]#[N:17])=[CH:14][C:13]=1[CH2:11][CH2:10][CH2:9][CH2:8][CH2:7][CH2:6][CH2:5][CH2:4][CH2:3][CH2:2][CH3:1], predict the reactants needed to synthesize it. The reactants are: [CH2:1]=[CH:2][CH2:3][CH2:4][CH2:5][CH2:6][CH2:7][CH2:8][CH2:9][CH2:10][CH3:11].Br[C:13]1[CH:14]=[C:15]([CH:18]=[CH:19][C:20]=1[O:21][CH3:22])[C:16]#[N:17].